Task: Binary Classification. Given a drug SMILES string, predict its activity (active/inactive) in a high-throughput screening assay against a specified biological target.. Dataset: Cav3 T-type calcium channel HTS with 100,875 compounds (1) The compound is O=C(N1CCN(CC1)c1c(c(ccc1)C)C)c1n(c2c(c1)c(=O)n(c1c2cccc1)C)C. The result is 0 (inactive). (2) The compound is o1c2c(cc(c1=O)C(OCCC)=O)cccc2. The result is 0 (inactive). (3) The molecule is O=c1nc([nH]c(CCC)c1)Nc1ccc(O)cc1. The result is 0 (inactive). (4) The result is 0 (inactive). The molecule is O(c1c(n2c3c(nc2)cc(NCc2ccc(OC)cc2)cc3)cccc1)C. (5) The drug is Clc1ccc(c2cc(nc(N)c2C#N)C)cc1. The result is 0 (inactive). (6) The compound is S(=O)(=O)(CCSc1nc2CCCCc2cc1C#N)CC. The result is 0 (inactive). (7) The drug is O=c1[nH]c2c(cc1CN(C(CC)c1n(nnn1)CC(OCC)=O)Cc1ccccc1)cc(cc2)C. The result is 0 (inactive).